Dataset: Retrosynthesis with 50K atom-mapped reactions and 10 reaction types from USPTO. Task: Predict the reactants needed to synthesize the given product. (1) Given the product CN1CC[C@@](O)(C#Cc2cc(-n3nc(C(N)=O)c4c3CCCC4)ccn2)C1=O, predict the reactants needed to synthesize it. The reactants are: C#C[C@]1(O)CCN(C)C1=O.NC(=O)c1nn(-c2ccnc(Br)c2)c2c1CCCC2. (2) Given the product Cc1[nH]c2ccnc(N3CCc4ccccc4C3)c2c1Cc1ccccc1, predict the reactants needed to synthesize it. The reactants are: Cc1[nH]c2ccnc(Cl)c2c1Cc1ccccc1.c1ccc2c(c1)CCNC2. (3) Given the product CCCCCCCCS(=O)(=O)OC[C@@](C)(O)C(=O)[C@H](Cc1ccccc1)NC(=O)[C@H](COC)NC(=O)[C@H](COC)NC(=O)c1cnc(C)s1, predict the reactants needed to synthesize it. The reactants are: CCCCCCCCS(=O)(=O)Cl.COC[C@H](NC(=O)c1cnc(C)s1)C(=O)N[C@@H](COC)C(=O)N[C@@H](Cc1ccccc1)C(=O)[C@](C)(O)CO. (4) Given the product O=CCCCc1ccc(N(CCCl)CCCl)cc1, predict the reactants needed to synthesize it. The reactants are: O=C(O)CCCc1ccc(N(CCCl)CCCl)cc1. (5) Given the product CC(C)(C)c1nc(CNC(=O)c2cc(-c3ccc(Cl)cc3)c(OCC3CC3)cn2)cs1, predict the reactants needed to synthesize it. The reactants are: CC(C)(C)c1nc(CN)cs1.O=C(O)c1cc(-c2ccc(Cl)cc2)c(OCC2CC2)cn1.